Dataset: Full USPTO retrosynthesis dataset with 1.9M reactions from patents (1976-2016). Task: Predict the reactants needed to synthesize the given product. (1) Given the product [CH2:1]([O:3][C:4](=[O:13])[CH:5]([N:18]1[CH2:19][CH2:20][N:15]([CH3:14])[CH2:16][CH2:17]1)[C:6]1[CH:7]=[N:8][CH:9]=[CH:10][CH:11]=1)[CH3:2], predict the reactants needed to synthesize it. The reactants are: [CH2:1]([O:3][C:4](=[O:13])[CH:5](Br)[C:6]1[CH:7]=[N:8][CH:9]=[CH:10][CH:11]=1)[CH3:2].[CH3:14][N:15]1[CH2:20][CH2:19][NH:18][CH2:17][CH2:16]1.CCN(CC)CC. (2) Given the product [CH2:8]([C:5]1[CH:6]=[CH:7][C:2]([C:21]2[S:20][C:19]([C:2]3[CH:3]=[CH:4][C:5]([CH2:8][CH2:9][CH2:10][CH2:11][CH2:12][CH3:13])=[CH:6][CH:7]=3)=[CH:23][CH:22]=2)=[CH:3][CH:4]=1)[CH2:9][CH2:10][CH2:11][CH2:12][CH3:13], predict the reactants needed to synthesize it. The reactants are: Br[C:2]1[CH:7]=[CH:6][C:5]([CH2:8][CH2:9][CH2:10][CH2:11][CH2:12][CH3:13])=[CH:4][CH:3]=1.C([Sn](CCCC)(CCCC)[C:19]1[S:20][C:21]([Sn](CCCC)(CCCC)CCCC)=[CH:22][CH:23]=1)CCC. (3) Given the product [Br:6][C:7]1[C:15]2[N:14]=[C:13]([CH:16]([CH3:18])[CH3:17])[N:12]([CH2:23][C:24]3[CH:29]=[CH:28][CH:27]=[C:26]([C:30]([F:31])([F:32])[F:33])[C:25]=3[CH3:34])[C:11]=2[CH:10]=[C:9]([N+:19]([O-:21])=[O:20])[CH:8]=1, predict the reactants needed to synthesize it. The reactants are: CN(C=O)C.[Br:6][C:7]1[C:15]2[N:14]=[C:13]([CH:16]([CH3:18])[CH3:17])[NH:12][C:11]=2[CH:10]=[C:9]([N+:19]([O-:21])=[O:20])[CH:8]=1.Br[CH2:23][C:24]1[CH:29]=[CH:28][CH:27]=[C:26]([C:30]([F:33])([F:32])[F:31])[C:25]=1[CH3:34].C(=O)([O-])[O-].[K+].[K+]. (4) Given the product [CH3:1][C:2]1[CH:7]=[CH:6][CH:5]=[CH:4][C:3]=1[O:8][CH2:21][C:20]1[CH:19]=[CH:18][C:17]([C:16]([F:15])([F:25])[F:26])=[CH:24][CH:23]=1, predict the reactants needed to synthesize it. The reactants are: [CH3:1][C:2]1[CH:7]=[CH:6][CH:5]=[CH:4][C:3]=1[OH:8].C([O-])([O-])=O.[K+].[K+].[F:15][C:16]([F:26])([F:25])[C:17]1[CH:24]=[CH:23][C:20]([CH2:21]Br)=[CH:19][CH:18]=1.O. (5) Given the product [NH:1]1[C:9]2[C:4](=[CH:5][CH:6]=[CH:7][CH:8]=2)[C:3]([C:10](=[O:14])[C:11]([NH:23][CH2:15][CH2:16][C:17]2[CH:22]=[CH:21][CH:20]=[CH:19][CH:18]=2)=[O:12])=[CH:2]1, predict the reactants needed to synthesize it. The reactants are: [NH:1]1[C:9]2[C:4](=[CH:5][CH:6]=[CH:7][CH:8]=2)[C:3]([C:10](=[O:14])[C:11](Cl)=[O:12])=[CH:2]1.[CH2:15]([NH2:23])[CH2:16][C:17]1[CH:22]=[CH:21][CH:20]=[CH:19][CH:18]=1. (6) Given the product [F:27][C:26]([F:29])([F:28])[C@@H:25]([NH:30][C:21]([C:18]1[CH:17]=[CH:16][C:15]([O:14][CH2:13][C:3]2[C:4]([C:7]3[CH:12]=[CH:11][CH:10]=[CH:9][N:8]=3)=[N:5][O:6][C:2]=2[CH3:1])=[CH:20][N:19]=1)=[O:23])[CH3:24], predict the reactants needed to synthesize it. The reactants are: [CH3:1][C:2]1[O:6][N:5]=[C:4]([C:7]2[CH:12]=[CH:11][CH:10]=[CH:9][N:8]=2)[C:3]=1[CH2:13][O:14][C:15]1[CH:16]=[CH:17][C:18]([C:21]([OH:23])=O)=[N:19][CH:20]=1.[CH3:24][CH:25]([NH2:30])[C:26]([F:29])([F:28])[F:27]. (7) Given the product [CH:1]1([N:4]2[C:12]([CH3:13])=[C:11]3[C:6]([CH:7]=[CH:8][C:9]([N:14]4[CH:19]=[CH:18][C:17]([O:20][CH2:23][C:24]5[S:25][C:26]([C:29]([F:32])([F:31])[F:30])=[CH:27][CH:28]=5)=[CH:16][C:15]4=[O:21])=[CH:10]3)=[N:5]2)[CH2:2][CH2:3]1, predict the reactants needed to synthesize it. The reactants are: [CH:1]1([N:4]2[C:12]([CH3:13])=[C:11]3[C:6]([CH:7]=[CH:8][C:9]([N:14]4[CH:19]=[CH:18][C:17]([OH:20])=[CH:16][C:15]4=[O:21])=[CH:10]3)=[N:5]2)[CH2:3][CH2:2]1.Cl[CH2:23][C:24]1[S:25][C:26]([C:29]([F:32])([F:31])[F:30])=[CH:27][CH:28]=1.C(=O)([O-])[O-].[K+].[K+].